This data is from TCR-epitope binding with 47,182 pairs between 192 epitopes and 23,139 TCRs. The task is: Binary Classification. Given a T-cell receptor sequence (or CDR3 region) and an epitope sequence, predict whether binding occurs between them. The TCR CDR3 sequence is CASSEGVGLAFEQFF. The epitope is ARMILMTHF. Result: 0 (the TCR does not bind to the epitope).